Dataset: Peptide-MHC class II binding affinity with 134,281 pairs from IEDB. Task: Regression. Given a peptide amino acid sequence and an MHC pseudo amino acid sequence, predict their binding affinity value. This is MHC class II binding data. The peptide sequence is DDEVLIEVNPPFGDS. The binding affinity (normalized) is 0. The MHC is DRB1_0801 with pseudo-sequence DRB1_0801.